Dataset: Reaction yield outcomes from USPTO patents with 853,638 reactions. Task: Predict the reaction yield, written as a fraction of the theoretical maximum amount of product (1.0 means a 100% yield; for example, 0.34 means a 34% yield). (1) The reactants are [Cl-].CO[C:4]1[CH:29]=[CH:28][C:7]([CH2:8][P+](C2C=CC=CC=2)(C2C=CC=CC=2)C2C=CC=CC=2)=[CH:6][CH:5]=1.[CH3:30][O-].[Na+].N1[CH:38]=[CH:37][CH:36]=[CH:35][C:34]=1[CH:39]=O. The catalyst is CO. The product is [C:34]1(/[CH:39]=[CH:8]/[C:7]2[CH:6]=[CH:5][CH:4]=[CH:29][CH:28]=2)[CH:30]=[CH:38][CH:37]=[CH:36][CH:35]=1. The yield is 0.460. (2) The reactants are Br[CH2:2][C:3]1[C:11]2[O:10][C:9]([C:12]3[CH:17]=[CH:16][C:15]([OH:18])=[CH:14][CH:13]=3)=[CH:8][C:7]=2[CH:6]=[C:5]([OH:19])[CH:4]=1.[OH-].[K+].[CH2:22]([OH:24])[CH3:23]. No catalyst specified. The product is [CH2:22]([O:24][CH2:2][C:3]1[C:11]2[O:10][C:9]([C:12]3[CH:17]=[CH:16][C:15]([OH:18])=[CH:14][CH:13]=3)=[CH:8][C:7]=2[CH:6]=[C:5]([OH:19])[CH:4]=1)[CH3:23]. The yield is 0.510.